From a dataset of Full USPTO retrosynthesis dataset with 1.9M reactions from patents (1976-2016). Predict the reactants needed to synthesize the given product. (1) Given the product [CH3:29][N:26]1[CH2:27][CH2:28][CH:24]([N:20]2[C:21]3[C:17](=[CH:16][C:15]([NH2:35])=[CH:23][CH:22]=3)[CH2:18][CH2:19]2)[CH2:25]1, predict the reactants needed to synthesize it. The reactants are: P(C(C)(C)C)(C(C)(C)C)C(C)(C)C.Br[C:15]1[CH:16]=[C:17]2[C:21](=[CH:22][CH:23]=1)[N:20]([CH:24]1[CH2:28][CH2:27][N:26]([CH3:29])[CH2:25]1)[CH2:19][CH2:18]2.[Li+].C[Si]([N-:35][Si](C)(C)C)(C)C.Cl.[OH-].[Na+]. (2) Given the product [CH:16]([S:31]([C:7]1[CH:8]=[C:9]([CH3:26])[CH:10]=[CH:5][C:6]=1[N+:12]([O-:14])=[O:13])(=[O:34])=[O:32])([CH3:21])[CH3:17], predict the reactants needed to synthesize it. The reactants are: C(S[C:5]1[CH:10]=[CH:9][C:8](C)=[CH:7][C:6]=1[N+:12]([O-:14])=[O:13])(C)C.Cl[C:16]1[CH:21]=CC=C(C(OO)=O)[CH:17]=1.[C:26](=O)([O-])O.[Na+].[S:31]([O-:34])([O-])=[O:32].[Na+].[Na+]. (3) The reactants are: CON(C)[C:4](=[O:21])[C:5]1[CH:10]=[CH:9][C:8]([C:11]([F:14])([F:13])[F:12])=[C:7]([O:15][CH2:16][C:17]([F:20])([F:19])[F:18])[CH:6]=1.[CH3:23][Mg]Br.Cl. Given the product [F:20][C:17]([F:18])([F:19])[CH2:16][O:15][C:7]1[CH:6]=[C:5]([C:4](=[O:21])[CH3:23])[CH:10]=[CH:9][C:8]=1[C:11]([F:12])([F:13])[F:14], predict the reactants needed to synthesize it. (4) The reactants are: [CH3:1][C:2]1[CH:7]=[CH:6][C:5]([C:8]([CH3:10])=[O:9])=[C:4]([CH3:11])[CH:3]=1.[OH-].[Na+].[CH:14](=O)[C:15]1[CH:20]=[CH:19][CH:18]=[CH:17][CH:16]=1.Cl. Given the product [CH3:11][C:4]1[CH:3]=[C:2]([CH3:1])[CH:7]=[CH:6][C:5]=1[C:8](=[O:9])[CH:10]=[CH:14][C:15]1[CH:20]=[CH:19][CH:18]=[CH:17][CH:16]=1, predict the reactants needed to synthesize it. (5) Given the product [Cl:1][C:2]1[C:7]([NH:8][CH3:9])=[CH:6][C:5]([F:17])=[CH:4][N:3]=1, predict the reactants needed to synthesize it. The reactants are: [Cl:1][C:2]1[C:7]([N:8](C)[C:9](=O)OC(C)(C)C)=[CH:6][C:5]([F:17])=[CH:4][N:3]=1. (6) Given the product [Cl:15][C:10]1[C:5]2[S:4][C:3]([S:2][CH3:1])=[N:12][C:6]=2[N:7]=[CH:8][N:9]=1, predict the reactants needed to synthesize it. The reactants are: [CH3:1][S:2][C:3]1[S:4][C:5]2[C:10](=O)[N:9]=[CH:8][NH:7][C:6]=2[N:12]=1.P(Cl)(Cl)([Cl:15])=O. (7) The reactants are: [C:1]1([C:7]2[C:8]3[S:14][C:13]([C:15]([O:17][CH3:18])=[O:16])=[CH:12][C:9]=3[NH:10][CH:11]=2)[CH2:6][CH2:5][CH2:4][CH2:3][CH:2]=1.[OH-].[Na+].OO.C([O-])(O)=[O:24].[Na+]. Given the product [OH:24][CH:2]1[CH2:3][CH2:4][CH2:5][CH2:6][CH:1]1[C:7]1[C:8]2[S:14][C:13]([C:15]([O:17][CH3:18])=[O:16])=[CH:12][C:9]=2[NH:10][CH:11]=1, predict the reactants needed to synthesize it.